This data is from Catalyst prediction with 721,799 reactions and 888 catalyst types from USPTO. The task is: Predict which catalyst facilitates the given reaction. (1) Reactant: [S:1]1[C:5](=[O:6])[NH:4][C:3](=[O:7])[S:2]1.[CH2:8](Br)[CH:9]=[CH2:10].C(=O)([O-])[O-].[K+].[K+]. Product: [CH2:10]([N:4]1[C:3](=[O:7])[S:2][S:1][C:5]1=[O:6])[CH:9]=[CH2:8]. The catalyst class is: 21. (2) Reactant: I[C:2]1[CH:29]=[CH:28][C:5]2[N:6]([CH2:9][C:10]3[CH:15]=[CH:14][C:13]([O:16][CH2:17][C:18]4[CH:19]=[N:20][C:21]([O:24][CH3:25])=[CH:22][CH:23]=4)=[C:12]([O:26][CH3:27])[CH:11]=3)[CH:7]=[N:8][C:4]=2[CH:3]=1.[CH3:30][N:31]1[CH2:36][CH2:35][NH:34][CH2:33][CH2:32]1.C(=O)([O-])[O-].[Na+].[Na+].N1CCC[C@H]1C(O)=O. Product: [CH3:27][O:26][C:12]1[CH:11]=[C:10]([CH:15]=[CH:14][C:13]=1[O:16][CH2:17][C:18]1[CH:19]=[N:20][C:21]([O:24][CH3:25])=[CH:22][CH:23]=1)[CH2:9][N:6]1[C:5]2[CH:28]=[CH:29][C:2]([N:34]3[CH2:35][CH2:36][N:31]([CH3:30])[CH2:32][CH2:33]3)=[CH:3][C:4]=2[N:8]=[CH:7]1. The catalyst class is: 156. (3) Reactant: [Cl:1][C:2]1[C:3]([C:9]([OH:11])=[O:10])=[N:4][CH:5]=[C:6]([OH:8])[CH:7]=1.C(=O)([O-])[O-].[K+].[K+].[CH2:18](Br)[C:19]#[CH:20].[C:22]1(C)[CH:27]=CC=C[CH:23]=1. Product: [Cl:1][C:2]1[C:3]([C:9]([O:11][CH2:27][C:22]#[CH:23])=[O:10])=[N:4][CH:5]=[C:6]([O:8][CH2:18][C:19]#[CH:20])[CH:7]=1. The catalyst class is: 31. (4) Reactant: BrC1C=CC([NH:8][C:9]2[N:14]=[C:13](Cl)[N:12]=[C:11]([C:16]3[CH:21]=[C:20]([Cl:22])[CH:19]=[CH:18][C:17]=3[CH3:23])[N:10]=2)=CC=1.[CH3:24][O-:25].[Na+]. Product: [Cl:22][C:20]1[CH:19]=[CH:18][C:17]([CH3:23])=[C:16]([C:11]2[N:12]=[C:13]([O:25][CH3:24])[N:14]=[C:9]([NH2:8])[N:10]=2)[CH:21]=1. The catalyst class is: 5.